From a dataset of Full USPTO retrosynthesis dataset with 1.9M reactions from patents (1976-2016). Predict the reactants needed to synthesize the given product. (1) Given the product [N:14]([CH2:13][CH2:12][O:11][CH2:10][CH2:9][O:8][CH2:7][CH2:6][O:5][C:26]1[CH:27]=[C:28]([CH3:30])[CH:29]=[C:24]([CH3:23])[CH:25]=1)=[N+:15]=[N-:16], predict the reactants needed to synthesize it. The reactants are: CS([O:5][CH2:6][CH2:7][O:8][CH2:9][CH2:10][O:11][CH2:12][CH2:13][N:14]=[N+:15]=[N-:16])(=O)=O.C([O-])([O-])=O.[Na+].[Na+].[CH3:23][C:24]1[CH:25]=[C:26](O)[CH:27]=[C:28]([CH3:30])[CH:29]=1.CN(C=O)C. (2) Given the product [Cl:1][C:2]1[CH:3]=[C:4]2[C:10]([C:11]3[N:16]=[C:15]([NH:17][C@H:18]4[CH2:23][CH2:22][CH2:21][C@@:20]([OH:27])([C:24]([NH:31][CH2:30][CH3:29])=[O:25])[CH2:19]4)[C:14]([F:28])=[CH:13][N:12]=3)=[CH:9][NH:8][C:5]2=[N:6][CH:7]=1, predict the reactants needed to synthesize it. The reactants are: [Cl:1][C:2]1[CH:3]=[C:4]2[C:10]([C:11]3[N:16]=[C:15]([NH:17][C@H:18]4[CH2:23][CH2:22][CH2:21][C@@:20]([OH:27])([C:24](O)=[O:25])[CH2:19]4)[C:14]([F:28])=[CH:13][N:12]=3)=[CH:9][NH:8][C:5]2=[N:6][CH:7]=1.[CH3:29][CH2:30][N:31](C(C)C)C(C)C.C(N)C.CN(C(ON1N=NC2C=CC=NC1=2)=[N+](C)C)C.F[P-](F)(F)(F)(F)F. (3) Given the product [CH2:5]([O:12][CH2:13][N:14]1[C:15]2[CH:46]=[N:49][NH:50][C:41](=[O:43])[C:16]=2[C:17]([CH2:33][C:34]2[CH:39]=[CH:38][CH:37]=[CH:36][C:35]=2[F:40])=[C:18]1[C:19]1[CH:24]=[CH:23][C:22]([O:25][CH:26]([F:27])[F:28])=[C:21]([O:29][CH:30]2[CH2:32][CH2:31]2)[CH:20]=1)[C:6]1[CH:11]=[CH:10][CH:9]=[CH:8][CH:7]=1, predict the reactants needed to synthesize it. The reactants are: C(O)CO.[CH2:5]([O:12][CH2:13][N:14]1[C:18]([C:19]2[CH:24]=[CH:23][C:22]([O:25][CH:26]([F:28])[F:27])=[C:21]([O:29][CH:30]3[CH2:32][CH2:31]3)[CH:20]=2)=[C:17]([CH2:33][C:34]2[CH:39]=[CH:38][CH:37]=[CH:36][C:35]=2[F:40])[C:16]([C:41]([O:43]CC)=O)=[C:15]1[CH:46]=O)[C:6]1[CH:11]=[CH:10][CH:9]=[CH:8][CH:7]=1.O.[NH2:49][NH2:50]. (4) The reactants are: FC(F)(F)S(O[C:7]1[CH:16]=[CH:15][C:14]2[O:13][C@:12]3([CH3:21])[CH2:17][CH2:18][CH2:19][O:20][C@H:11]3[C@:10]3([C:25](=[O:26])[N:24]([CH3:27])[C:23](/[N:28]=C/N(C)C)=[N:22]3)[C:9]=2[CH:8]=1)(=O)=O.[Cl:35][C:36]1[CH:37]=[C:38](B(O)O)[CH:39]=[N:40][CH:41]=1.C([O-])([O-])=O.[Na+].[Na+]. Given the product [NH2:28][C:23]1[N:24]([CH3:27])[C:25](=[O:26])[C@:10]2([N:22]=1)[C:9]1[CH:8]=[C:7]([C:38]3[CH:39]=[N:40][CH:41]=[C:36]([Cl:35])[CH:37]=3)[CH:16]=[CH:15][C:14]=1[O:13][C@:12]1([CH3:21])[CH2:17][CH2:18][CH2:19][O:20][C@@H:11]21, predict the reactants needed to synthesize it.